Dataset: Reaction yield outcomes from USPTO patents with 853,638 reactions. Task: Predict the reaction yield, written as a fraction of the theoretical maximum amount of product (1.0 means a 100% yield; for example, 0.34 means a 34% yield). (1) The reactants are [Cl:1][C:2]1[CH:7]=[CH:6][C:5]([CH2:8][N:9]2[CH2:14][CH2:13][N:12]([C:15]([O:17][C:18]([CH3:21])([CH3:20])[CH3:19])=[O:16])[CH2:11][CH2:10]2)=[C:4]([N:22]2[CH2:26][CH2:25][C@H:24]([CH2:27][OH:28])[CH2:23]2)[CH:3]=1.N1CC[C@H](CO)C1.N1(C(OC(C)(C)C)=O)CCNCC1.N1C=CC=CC=1.[CH3:55][C:56]1[CH:61]=[CH:60][C:59]([S:62](Cl)(=[O:64])=[O:63])=[CH:58][CH:57]=1. The catalyst is CN(C1C=CN=CC=1)C.C(Cl)Cl. The product is [Cl:1][C:2]1[CH:7]=[CH:6][C:5]([CH2:8][N:9]2[CH2:14][CH2:13][N:12]([C:15]([O:17][C:18]([CH3:21])([CH3:20])[CH3:19])=[O:16])[CH2:11][CH2:10]2)=[C:4]([N:22]2[CH2:26][CH2:25][C@H:24]([CH2:27][O:28][S:62]([C:59]3[CH:60]=[CH:61][C:56]([CH3:55])=[CH:57][CH:58]=3)(=[O:64])=[O:63])[CH2:23]2)[CH:3]=1. The yield is 0.490. (2) The reactants are [Cl:1][C:2]1[CH:3]=[C:4]([CH:9]=[C:10]([O:18][CH:19]2[CH2:23][CH2:22][CH2:21][CH2:20]2)[C:11]=1[O:12][CH:13]1[CH2:17][CH2:16][CH2:15][CH2:14]1)[C:5]([O:7]C)=[O:6]. The catalyst is O1CCOCC1. The product is [Cl:1][C:2]1[CH:3]=[C:4]([CH:9]=[C:10]([O:18][CH:19]2[CH2:20][CH2:21][CH2:22][CH2:23]2)[C:11]=1[O:12][CH:13]1[CH2:14][CH2:15][CH2:16][CH2:17]1)[C:5]([OH:7])=[O:6]. The yield is 0.990. (3) The reactants are C([Si]([C:11]#[C:12][C:13]1[CH:14]=[CH:15][C:16]2[N:17]([CH2:38][CH:39]([OH:50])[CH2:40][NH:41][C:42]3[CH:47]=[CH:46][CH:45]=[C:44]([O:48][CH3:49])[CH:43]=3)[C:18]3[C:23]([C:24]=2[CH:25]=1)=[CH:22][C:21]([C:26]#[C:27][Si](C(C)C)(C(C)C)C(C)C)=[CH:20][CH:19]=3)(C(C)C)C(C)C)(C)C.CCCC[N+](CCCC)(CCCC)CCCC.[F-].C(O)(=O)C. The catalyst is C1COCC1.CCOC(C)=O. The product is [C:26]([C:21]1[CH:20]=[CH:19][C:18]2[N:17]([CH2:38][CH:39]([OH:50])[CH2:40][NH:41][C:42]3[CH:47]=[CH:46][CH:45]=[C:44]([O:48][CH3:49])[CH:43]=3)[C:16]3[C:24]([C:23]=2[CH:22]=1)=[CH:25][C:13]([C:12]#[CH:11])=[CH:14][CH:15]=3)#[CH:27]. The yield is 0.719. (4) The reactants are [OH-].[K+].[CH3:3][C:4](=[O:12])[CH2:5][CH2:6][CH2:7][CH2:8][CH2:9][CH2:10][CH3:11].O=[CH:14][C:15]1[CH:23]=[CH:22][C:20]([OH:21])=[C:17]([O:18][CH3:19])[CH:16]=1. The catalyst is CO. The product is [OH:21][C:20]1[CH:22]=[CH:23][C:15]([CH:14]=[CH:3][C:4](=[O:12])[CH2:5][CH2:6][CH2:7][CH2:8][CH2:9][CH2:10][CH3:11])=[CH:16][C:17]=1[O:18][CH3:19]. The yield is 0.420. (5) The reactants are [CH:1]([C:3]1[CH:8]=[C:7]([N+:9]([O-:11])=[O:10])[CH:6]=[CH:5][C:4]=1[N:12]1[CH2:17][CH2:16][N:15]([C:18]([O:20][C:21]([CH3:24])([CH3:23])[CH3:22])=[O:19])[CH2:14][C@@H:13]1[CH3:25])=[O:2].[BH4-].[Na+]. The catalyst is CCO. The product is [OH:2][CH2:1][C:3]1[CH:8]=[C:7]([N+:9]([O-:11])=[O:10])[CH:6]=[CH:5][C:4]=1[N:12]1[CH2:17][CH2:16][N:15]([C:18]([O:20][C:21]([CH3:24])([CH3:23])[CH3:22])=[O:19])[CH2:14][C@@H:13]1[CH3:25]. The yield is 0.857.